Predict the product of the given reaction. From a dataset of Forward reaction prediction with 1.9M reactions from USPTO patents (1976-2016). (1) Given the reactants Br[C:2]1[CH:3]=[C:4]2[C:9](=[CH:10][CH:11]=1)[N:8]=[CH:7][C:6]([C:12]([CH:14]1[CH2:16][CH2:15]1)=[O:13])=[C:5]2[N:17]1[CH2:22][CH2:21][CH:20]([N:23]2[CH2:28][CH2:27][N:26]([CH3:29])[CH2:25][CH2:24]2)[CH2:19][CH2:18]1.[Cl:30][C:31]1[CH:32]=[C:33](B(O)O)[CH:34]=[CH:35][C:36]=1[OH:37], predict the reaction product. The product is: [Cl:30][C:31]1[CH:32]=[C:33]([C:2]2[CH:3]=[C:4]3[C:9](=[CH:10][CH:11]=2)[N:8]=[CH:7][C:6]([C:12]([CH:14]2[CH2:15][CH2:16]2)=[O:13])=[C:5]3[N:17]2[CH2:22][CH2:21][CH:20]([N:23]3[CH2:28][CH2:27][N:26]([CH3:29])[CH2:25][CH2:24]3)[CH2:19][CH2:18]2)[CH:34]=[CH:35][C:36]=1[OH:37]. (2) Given the reactants Br[C:2]1[CH:3]=[C:4]2[C:10]([CH3:11])=[N:9][N:8]([CH2:12][C:13]3[CH:18]=[CH:17][C:16]([O:19][CH3:20])=[CH:15][CH:14]=3)[C:5]2=[N:6][CH:7]=1.[Cl:21][C:22]1[CH:27]=[CH:26][CH:25]=[C:24](B2OC(C)(C)C(C)(C)O2)[N:23]=1.C([O-])([O-])=O.[Cs+].[Cs+].C(OCC)(=O)C, predict the reaction product. The product is: [Cl:21][C:22]1[N:23]=[C:24]([C:2]2[CH:3]=[C:4]3[C:10]([CH3:11])=[N:9][N:8]([CH2:12][C:13]4[CH:18]=[CH:17][C:16]([O:19][CH3:20])=[CH:15][CH:14]=4)[C:5]3=[N:6][CH:7]=2)[CH:25]=[CH:26][CH:27]=1. (3) Given the reactants Cl.[NH2:2][C@H:3]([CH2:7][CH:8]1[CH2:13][CH2:12][CH2:11][CH2:10][CH2:9]1)[C:4]([OH:6])=[O:5].[C:14](#N)[CH3:15], predict the reaction product. The product is: [CH:8]1([CH2:7][C@@H:3]([N:2]2[CH2:15][C:14]3[C:3](=[CH:7][CH:8]=[CH:9][CH:10]=3)[C:4]2=[O:5])[C:4]([OH:6])=[O:5])[CH2:13][CH2:12][CH2:11][CH2:10][CH2:9]1. (4) Given the reactants [O:1]=[C:2]1[C:10](=[C:11]2[CH:20]=[CH:19][C:18]3[C:13](=[CH:14][CH:15]=[CH:16][CH:17]=3)[NH:12]2)[C:9]2[C:4](=[CH:5][C:6]([C:21]([O:23]CC3C=CC=CC=3)=[O:22])=[CH:7][CH:8]=2)[NH:3]1, predict the reaction product. The product is: [O:1]=[C:2]1[C:10](=[C:11]2[CH:20]=[CH:19][C:18]3[C:13](=[CH:14][CH:15]=[CH:16][CH:17]=3)[NH:12]2)[C:9]2[C:4](=[CH:5][C:6]([C:21]([OH:23])=[O:22])=[CH:7][CH:8]=2)[NH:3]1.